Dataset: Catalyst prediction with 721,799 reactions and 888 catalyst types from USPTO. Task: Predict which catalyst facilitates the given reaction. (1) Reactant: [C:1]([O:5][C:6]([N:8]1[CH2:13][CH2:12][CH:11]([N:14]([C@H:24]([C:27]2[CH:32]=[CH:31][CH:30]=[CH:29][CH:28]=2)[CH2:25]O)[C:15]([NH:17][C:18]2[CH:23]=[CH:22][CH:21]=[CH:20][CH:19]=2)=[O:16])[CH2:10][CH2:9]1)=[O:7])([CH3:4])([CH3:3])[CH3:2].CS(Cl)(=O)=O. Product: [C:1]([O:5][C:6]([N:8]1[CH2:9][CH2:10][CH:11]([N:14]2[C@H:24]([C:27]3[CH:32]=[CH:31][CH:30]=[CH:29][CH:28]=3)[CH2:25][O:16][C:15]2=[N:17][C:18]2[CH:19]=[CH:20][CH:21]=[CH:22][CH:23]=2)[CH2:12][CH2:13]1)=[O:7])([CH3:3])([CH3:4])[CH3:2]. The catalyst class is: 347. (2) Reactant: [CH3:1][O:2][C:3](=[O:9])[C:4]([CH3:8])([CH3:7])[CH2:5][OH:6].N1C(C)=CC=CC=1C.[F:18][C:19]([F:32])([F:31])[S:20](O[S:20]([C:19]([F:32])([F:31])[F:18])(=[O:22])=[O:21])(=[O:22])=[O:21]. Product: [CH3:1][O:2][C:3](=[O:9])[C:4]([CH3:8])([CH3:7])[CH2:5][O:6][S:20]([C:19]([F:32])([F:31])[F:18])(=[O:22])=[O:21]. The catalyst class is: 2. (3) Reactant: [O:1]=[C:2]1[NH:8][C:7]2[CH:9]=[CH:10][CH:11]=[CH:12][C:6]=2[C:5]([C:13]2[CH:18]=[CH:17][CH:16]=[CH:15][CH:14]=2)=[N:4][CH:3]1[NH:19]C(=O)OCC1C=CC=CC=1.[Cl:30][C:31]1[CH:32]=[CH:33][C:34](I)=[N:35][CH:36]=1.C(O)(C(F)(F)F)=O. Product: [NH2:19][C@@H:3]1[C:2](=[O:1])[N:8]([C:34]2[CH:33]=[CH:32][C:31]([Cl:30])=[CH:36][N:35]=2)[C:7]2[CH:9]=[CH:10][CH:11]=[CH:12][C:6]=2[C:5]([C:13]2[CH:14]=[CH:15][CH:16]=[CH:17][CH:18]=2)=[N:4]1. The catalyst class is: 72. (4) Reactant: [Cl:1][C:2]1[C:11]2[N:10]([CH3:12])[O:9][C@H:8]3[NH:13][C@H:14]([C:16]([O:18][C@@H:19]4[C@:28]5([OH:29])[C@@H:23]([C@H:24]([CH:31]([CH3:33])[CH3:32])[CH2:25][CH2:26][C@H:27]5[CH3:30])[CH:22]=[C:21]([CH3:34])[C@H:20]4[O:35]C(=O)C)=[O:17])[CH2:15][C@@:7]3([OH:39])[C:6]=2[CH:5]=[CH:4][CH:3]=1.Cl. Product: [Cl:1][C:2]1[C:11]2[N:10]([CH3:12])[O:9][C@H:8]3[NH:13][C@H:14]([C:16]([O:18][C@@H:19]4[C@:28]5([OH:29])[C@@H:23]([C@H:24]([CH:31]([CH3:32])[CH3:33])[CH2:25][CH2:26][CH:27]5[CH3:30])[CH:22]=[C:21]([CH3:34])[CH:20]4[OH:35])=[O:17])[CH2:15][C@@:7]3([OH:39])[C:6]=2[CH:5]=[CH:4][CH:3]=1. The catalyst class is: 138. (5) Reactant: CN(C(ON1N=NC2C=CC=NC1=2)=[N+](C)C)C.F[P-](F)(F)(F)(F)F.[NH2:25][CH2:26][C:27](=[C:29]1[CH2:34][CH2:33][CH2:32][N:31]([C:35]2[C:44]([O:45][CH3:46])=[C:43]3[C:38]([C:39](=[O:53])[C:40]([C:50]([OH:52])=[O:51])=[CH:41][N:42]3[CH:47]3[CH2:49][CH2:48]3)=[CH:37][C:36]=2[F:54])[CH2:30]1)[F:28].[C:55]([O:59][C:60](=[O:74])[CH2:61][C@H:62]([NH:66][C:67]([O:69][C:70]([CH3:73])([CH3:72])[CH3:71])=[O:68])[C:63](O)=[O:64])([CH3:58])([CH3:57])[CH3:56].CCN(CC)CC. Product: [C:55]([O:59][C:60]([CH2:61][C@H:62]([NH:66][C:67]([O:69][C:70]([CH3:73])([CH3:72])[CH3:71])=[O:68])[C:63]([NH:25][CH2:26][C:27](=[C:29]1[CH2:34][CH2:33][CH2:32][N:31]([C:35]2[C:44]([O:45][CH3:46])=[C:43]3[C:38]([C:39](=[O:53])[C:40]([C:50]([OH:52])=[O:51])=[CH:41][N:42]3[CH:47]3[CH2:49][CH2:48]3)=[CH:37][C:36]=2[F:54])[CH2:30]1)[F:28])=[O:64])=[O:74])([CH3:58])([CH3:57])[CH3:56]. The catalyst class is: 674. (6) The catalyst class is: 6. Product: [CH3:7][CH:8]1[CH2:12][CH2:11][CH2:10][O:9]1.[CH3:17][CH2:18][CH2:13][CH2:14][CH2:15][CH3:16].[CH:13]12[CH2:19][CH:16]([CH:17]=[CH:18]1)[CH:15]=[C:14]2[P:32]([CH:39]1[CH2:40][CH2:41][CH2:42][CH2:43][CH2:44]1)[CH:33]1[CH2:38][CH2:37][CH2:36][CH2:35][CH2:34]1. Reactant: CC(C)([O-])C.[K+].[CH3:7][CH:8]1[CH2:12][CH2:11][CH2:10][O:9]1.[C:13]12[CH2:19][C:16]([CH2:17][CH2:18]1)=[CH:15][CH:14]=2.C([Li])CCC.CCCCCC.Cl[P:32]([CH:39]1[CH2:44][CH2:43][CH2:42][CH2:41][CH2:40]1)[CH:33]1[CH2:38][CH2:37][CH2:36][CH2:35][CH2:34]1.